From a dataset of Peptide-MHC class II binding affinity with 134,281 pairs from IEDB. Regression. Given a peptide amino acid sequence and an MHC pseudo amino acid sequence, predict their binding affinity value. This is MHC class II binding data. (1) The peptide sequence is AAKEDFLGCLVKEIP. The binding affinity (normalized) is 0. The MHC is HLA-DPA10103-DPB10301 with pseudo-sequence HLA-DPA10103-DPB10301. (2) The peptide sequence is KDFTFVCPTEIVEFAKLAKQ. The MHC is DRB1_0701 with pseudo-sequence DRB1_0701. The binding affinity (normalized) is 0.963. (3) The peptide sequence is WVSATLEQDKCVTVM. The MHC is DRB3_0101 with pseudo-sequence DRB3_0101. The binding affinity (normalized) is 0.659. (4) The peptide sequence is GIVEQCCTSICSLYQ. The MHC is DRB4_0101 with pseudo-sequence DRB4_0103. The binding affinity (normalized) is 0.228.